From a dataset of CYP2C19 inhibition data for predicting drug metabolism from PubChem BioAssay. Regression/Classification. Given a drug SMILES string, predict its absorption, distribution, metabolism, or excretion properties. Task type varies by dataset: regression for continuous measurements (e.g., permeability, clearance, half-life) or binary classification for categorical outcomes (e.g., BBB penetration, CYP inhibition). Dataset: cyp2c19_veith. The drug is O=C(CN1CCCCC1)Nc1ccc(Br)cc1C(=O)c1ccccc1Cl. The result is 1 (inhibitor).